This data is from Forward reaction prediction with 1.9M reactions from USPTO patents (1976-2016). The task is: Predict the product of the given reaction. (1) Given the reactants [Br:1]N1C(=O)CCC1=O.[Cl:9][C:10]1[CH:18]=[CH:17][CH:16]=[C:12]([C:13]([OH:15])=[O:14])[C:11]=1[OH:19], predict the reaction product. The product is: [Br:1][C:17]1[CH:18]=[C:10]([Cl:9])[C:11]([OH:19])=[C:12]([CH:16]=1)[C:13]([OH:15])=[O:14]. (2) Given the reactants [CH2:1]([NH2:5])[CH2:2][CH2:3][CH3:4].Cl[CH2:7][CH2:8][CH2:9][Si:10]([CH3:13])([CH3:12])Cl, predict the reaction product. The product is: [CH2:1]([N:5]1[CH2:7][CH2:8][CH2:9][Si:10]1([CH3:13])[CH3:12])[CH2:2][CH2:3][CH3:4]. (3) Given the reactants C(OC([N:11]1[CH2:16][CH2:15][CH:14]([CH2:17][NH:18][C:19]([O:21][C:22]([CH3:25])([CH3:24])[CH3:23])=[O:20])[CH2:13][CH2:12]1)=O)C1C=CC=CC=1.C1COCC1.[H][H], predict the reaction product. The product is: [C:22]([O:21][C:19](=[O:20])[NH:18][CH2:17][CH:14]1[CH2:13][CH2:12][NH:11][CH2:16][CH2:15]1)([CH3:25])([CH3:23])[CH3:24]. (4) Given the reactants FC(F)(F)S(O[C:7]1[C:12]2[C:13]([C:34]3[CH:39]=[CH:38][CH:37]=[CH:36][CH:35]=3)=[C:14]([C:16]3[CH:21]=[CH:20][C:19]([C:22]4([NH:26][C:27]([O:29][C:30]([CH3:33])([CH3:32])[CH3:31])=[O:28])[CH2:25][CH2:24][CH2:23]4)=[CH:18][CH:17]=3)[O:15][C:11]=2[CH:10]=[CH:9][N:8]=1)(=O)=O.CC1(C)C(C)(C)OB([C:50]2[CH:51]=[N:52][NH:53][CH:54]=2)O1.C(=O)([O-])[O-].[Na+].[Na+], predict the reaction product. The product is: [C:34]1([C:13]2[C:12]3[C:7]([C:50]4[CH:51]=[N:52][NH:53][CH:54]=4)=[N:8][CH:9]=[CH:10][C:11]=3[O:15][C:14]=2[C:16]2[CH:17]=[CH:18][C:19]([C:22]3([NH:26][C:27](=[O:28])[O:29][C:30]([CH3:33])([CH3:32])[CH3:31])[CH2:23][CH2:24][CH2:25]3)=[CH:20][CH:21]=2)[CH:39]=[CH:38][CH:37]=[CH:36][CH:35]=1.